Dataset: Catalyst prediction with 721,799 reactions and 888 catalyst types from USPTO. Task: Predict which catalyst facilitates the given reaction. (1) Reactant: [C:1]([O:5][C:6]([N:8]1[CH2:13][CH2:12][CH:11]([CH2:14][O:15][C:16]2[N:21]=[CH:20][C:19]([C:22]3[CH:30]=[CH:29][C:25]([C:26]([OH:28])=O)=[CH:24][CH:23]=3)=[CH:18][N:17]=2)[CH2:10][CH2:9]1)=[O:7])([CH3:4])([CH3:3])[CH3:2].CCN(CC)CC.[CH3:38][N:39]([CH3:45])[CH:40]1[CH2:44][CH2:43][NH:42][CH2:41]1.CN(C(ON1N=NC2C=CC=CC1=2)=[N+](C)C)C.[B-](F)(F)(F)F. Product: [CH3:38][N:39]([CH3:45])[CH:40]1[CH2:44][CH2:43][N:42]([C:26]([C:25]2[CH:29]=[CH:30][C:22]([C:19]3[CH:20]=[N:21][C:16]([O:15][CH2:14][CH:11]4[CH2:12][CH2:13][N:8]([C:6]([O:5][C:1]([CH3:3])([CH3:2])[CH3:4])=[O:7])[CH2:9][CH2:10]4)=[N:17][CH:18]=3)=[CH:23][CH:24]=2)=[O:28])[CH2:41]1. The catalyst class is: 3. (2) Reactant: [OH:1][CH2:2][CH2:3][CH2:4][CH2:5][C:6]1[S:10][C:9]([C:11]([O:13][CH2:14][CH3:15])=[O:12])=[N:8][N:7]=1.CCN(C(C)C)C(C)C.[CH3:25][S:26](Cl)(=[O:28])=[O:27]. Product: [CH3:25][S:26]([O:1][CH2:2][CH2:3][CH2:4][CH2:5][C:6]1[S:10][C:9]([C:11]([O:13][CH2:14][CH3:15])=[O:12])=[N:8][N:7]=1)(=[O:28])=[O:27]. The catalyst class is: 34.